This data is from Peptide-MHC class I binding affinity with 185,985 pairs from IEDB/IMGT. The task is: Regression. Given a peptide amino acid sequence and an MHC pseudo amino acid sequence, predict their binding affinity value. This is MHC class I binding data. (1) The peptide sequence is AETQNSSFII. The MHC is HLA-B40:01 with pseudo-sequence HLA-B40:01. The binding affinity (normalized) is 0.709. (2) The peptide sequence is KAVRLIKFLY. The MHC is HLA-A01:01 with pseudo-sequence HLA-A01:01. The binding affinity (normalized) is 0. (3) The peptide sequence is LEYFQFVKKLL. The MHC is HLA-B51:01 with pseudo-sequence HLA-B51:01. The binding affinity (normalized) is 0.0847. (4) The peptide sequence is IHAEFQASL. The MHC is HLA-B58:01 with pseudo-sequence HLA-B58:01. The binding affinity (normalized) is 0.0847. (5) The peptide sequence is VLKLRFWLI. The MHC is HLA-B57:01 with pseudo-sequence HLA-B57:01. The binding affinity (normalized) is 0.0847. (6) The peptide sequence is EEIEYTIL. The MHC is HLA-A68:02 with pseudo-sequence HLA-A68:02. The binding affinity (normalized) is 0.0129.